Dataset: Full USPTO retrosynthesis dataset with 1.9M reactions from patents (1976-2016). Task: Predict the reactants needed to synthesize the given product. (1) Given the product [CH3:1][S:2]([C:7]1[N:12]=[CH:11][C:10]([CH2:13][O:14][C:15]2[CH:20]=[N:19][C:18]([N:21]3[CH2:22][CH2:23][N:24]([C:27]([O:29][C:30]([CH3:33])([CH3:32])[CH3:31])=[O:28])[CH2:25][CH2:26]3)=[N:17][CH:16]=2)=[CH:9][CH:8]=1)(=[O:4])=[O:3], predict the reactants needed to synthesize it. The reactants are: [CH3:1][S:2]([O-:4])=[O:3].[Na+].Br[C:7]1[N:12]=[CH:11][C:10]([CH2:13][O:14][C:15]2[CH:16]=[N:17][C:18]([N:21]3[CH2:26][CH2:25][N:24]([C:27]([O:29][C:30]([CH3:33])([CH3:32])[CH3:31])=[O:28])[CH2:23][CH2:22]3)=[N:19][CH:20]=2)=[CH:9][CH:8]=1.CNCCNC. (2) Given the product [N:16]1([C:22]2[N:31]=[C:25]3[CH:26]=[CH:27][C:28]([NH2:30])=[CH:29][N:24]3[N:23]=2)[CH2:21][CH2:20][CH2:18][CH2:17]1, predict the reactants needed to synthesize it. The reactants are: BrC1C=CC2N(N=C(N3CCCC3)N=2)C=1.[N:16]1([C:22]2[N:31]=[C:25]3[CH:26]=[CH:27][C:28]([NH2:30])=[CH:29][N:24]3[N:23]=2)[CH2:21][CH2:20]O[CH2:18][CH2:17]1. (3) Given the product [O:22]=[C:20]1[C:19]2[CH:23]=[CH:24][CH:25]=[CH:26][C:18]=2[S:17][C:16]([C:14]2[N:15]=[C:10]([CH2:9][NH:8][S:33]([C:27]3[CH:32]=[CH:31][CH:30]=[CH:29][CH:28]=3)(=[O:35])=[O:34])[CH:11]=[CH:12][CH:13]=2)=[N:21]1, predict the reactants needed to synthesize it. The reactants are: FC(F)(F)C(O)=O.[NH2:8][CH2:9][C:10]1[N:15]=[C:14]([C:16]2[S:17][C:18]3[CH:26]=[CH:25][CH:24]=[CH:23][C:19]=3[C:20](=[O:22])[N:21]=2)[CH:13]=[CH:12][CH:11]=1.[C:27]1([S:33](Cl)(=[O:35])=[O:34])[CH:32]=[CH:31][CH:30]=[CH:29][CH:28]=1.C(=O)([O-])O.[Na+]. (4) Given the product [NH2:42][C:41]1[CH:43]=[C:37]([CH:38]=[CH:39][C:40]=1[N+:44]([O-:46])=[O:45])[O:17][CH2:16][C@H:15]([NH:14][C:9]1[N:10]=[CH:11][CH:12]=[CH:13][C:8]=1[C:7]([NH:6][CH2:5][C:4]1[CH:25]=[CH:26][C:27]([F:28])=[C:2]([F:1])[CH:3]=1)=[O:24])[C:18]1[CH:23]=[CH:22][CH:21]=[CH:20][CH:19]=1, predict the reactants needed to synthesize it. The reactants are: [F:1][C:2]1[CH:3]=[C:4]([CH:25]=[CH:26][C:27]=1[F:28])[CH2:5][NH:6][C:7](=[O:24])[C:8]1[CH:13]=[CH:12][CH:11]=[N:10][C:9]=1[NH:14][C@H:15]([C:18]1[CH:23]=[CH:22][CH:21]=[CH:20][CH:19]=1)[CH2:16][OH:17].CN(C=O)C.[H-].[Na+].F[C:37]1[CH:38]=[CH:39][C:40]([N+:44]([O-:46])=[O:45])=[C:41]([CH:43]=1)[NH2:42]. (5) Given the product [C:1]([O:4][CH2:5][C:6](=[O:16])[CH2:7][C:8]1[CH:13]=[CH:12][S:23][CH:9]=1)(=[O:3])[CH3:2], predict the reactants needed to synthesize it. The reactants are: [C:1]([O:4][CH2:5][C:6](=[O:16])[CH2:7][C:8]1[CH:13]=[CH:12]C(Cl)=C(Cl)[CH:9]=1)(=[O:3])[CH3:2].ClCC(=O)CC1C=C[S:23]C=1.C(O)(=O)C.C(N(CC)CC)C. (6) Given the product [CH3:42][N:43]([CH3:49])[CH2:44][CH2:45][CH2:46][N:47]([CH3:48])[C:39]([C:35]1[CH:34]=[C:33]([C:10]2[CH:11]=[C:12]([C:23]3[N:27]([CH2:28][CH2:29][CH2:30][O:31][CH3:32])[N:26]=[N:25][N:24]=3)[C:13]([OH:15])=[CH:14][C:9]=2[OH:8])[CH:38]=[CH:37][CH:36]=1)=[O:40], predict the reactants needed to synthesize it. The reactants are: C([O:8][C:9]1[CH:14]=[C:13]([O:15]CC2C=CC=CC=2)[C:12]([C:23]2[N:27]([CH2:28][CH2:29][CH2:30][O:31][CH3:32])[N:26]=[N:25][N:24]=2)=[CH:11][C:10]=1[C:33]1[CH:38]=[CH:37][CH:36]=[C:35]([C:39](O)=[O:40])[CH:34]=1)C1C=CC=CC=1.[CH3:42][N:43]([CH3:49])[CH2:44][CH2:45][CH2:46][NH:47][CH3:48].